This data is from Full USPTO retrosynthesis dataset with 1.9M reactions from patents (1976-2016). The task is: Predict the reactants needed to synthesize the given product. Given the product [N:6]1([CH2:2][CH2:3][CH2:4][OH:5])[CH2:10][CH2:9][CH2:8][CH2:7]1, predict the reactants needed to synthesize it. The reactants are: Cl[CH2:2][CH2:3][CH2:4][OH:5].[NH:6]1[CH2:10][CH2:9][CH2:8][CH2:7]1.